The task is: Predict which catalyst facilitates the given reaction.. This data is from Catalyst prediction with 721,799 reactions and 888 catalyst types from USPTO. Reactant: [F:1][C:2]1[C:7]([C:8]([OH:10])=[O:9])=[C:6]([CH3:11])[C:5]([N+:12]([O-:14])=[O:13])=[CH:4][CH:3]=1.[C:15](=O)([O-])[O-].[K+].[K+].CI. Product: [F:1][C:2]1[C:7]([C:8]([O:10][CH3:15])=[O:9])=[C:6]([CH3:11])[C:5]([N+:12]([O-:14])=[O:13])=[CH:4][CH:3]=1. The catalyst class is: 18.